This data is from Merck oncology drug combination screen with 23,052 pairs across 39 cell lines. The task is: Regression. Given two drug SMILES strings and cell line genomic features, predict the synergy score measuring deviation from expected non-interaction effect. (1) Drug 1: O=c1[nH]cc(F)c(=O)[nH]1. Drug 2: CNC(=O)c1cc(Oc2ccc(NC(=O)Nc3ccc(Cl)c(C(F)(F)F)c3)cc2)ccn1. Cell line: NCIH460. Synergy scores: synergy=-0.896. (2) Drug 1: O=S1(=O)NC2(CN1CC(F)(F)F)C1CCC2Cc2cc(C=CCN3CCC(C(F)(F)F)CC3)ccc2C1. Drug 2: NC1CCCCC1N.O=C(O)C(=O)O.[Pt+2]. Cell line: RKO. Synergy scores: synergy=-22.9. (3) Drug 1: CN(Cc1cnc2nc(N)nc(N)c2n1)c1ccc(C(=O)NC(CCC(=O)O)C(=O)O)cc1. Drug 2: Cc1nc(Nc2ncc(C(=O)Nc3c(C)cccc3Cl)s2)cc(N2CCN(CCO)CC2)n1. Cell line: NCIH460. Synergy scores: synergy=-21.2. (4) Drug 1: CC1(c2nc3c(C(N)=O)cccc3[nH]2)CCCN1. Drug 2: Cn1c(=O)n(-c2ccc(C(C)(C)C#N)cc2)c2c3cc(-c4cnc5ccccc5c4)ccc3ncc21. Cell line: VCAP. Synergy scores: synergy=18.6. (5) Drug 1: O=C(O)C1(Cc2cccc(Nc3nccs3)n2)CCC(Oc2cccc(Cl)c2F)CC1. Cell line: HT29. Drug 2: COC1=C2CC(C)CC(OC)C(O)C(C)C=C(C)C(OC(N)=O)C(OC)C=CC=C(C)C(=O)NC(=CC1=O)C2=O. Synergy scores: synergy=-4.83. (6) Drug 1: CCC1(O)CC2CN(CCc3c([nH]c4ccccc34)C(C(=O)OC)(c3cc4c(cc3OC)N(C)C3C(O)(C(=O)OC)C(OC(C)=O)C5(CC)C=CCN6CCC43C65)C2)C1. Drug 2: C#Cc1cccc(Nc2ncnc3cc(OCCOC)c(OCCOC)cc23)c1. Cell line: ES2. Synergy scores: synergy=58.8. (7) Drug 1: CCC1(O)CC2CN(CCc3c([nH]c4ccccc34)C(C(=O)OC)(c3cc4c(cc3OC)N(C)C3C(O)(C(=O)OC)C(OC(C)=O)C5(CC)C=CCN6CCC43C65)C2)C1. Drug 2: O=C(O)C1(Cc2cccc(Nc3nccs3)n2)CCC(Oc2cccc(Cl)c2F)CC1. Cell line: A427. Synergy scores: synergy=0.0148. (8) Drug 1: O=C(NOCC(O)CO)c1ccc(F)c(F)c1Nc1ccc(I)cc1F. Drug 2: NC1CCCCC1N.O=C(O)C(=O)O.[Pt+2]. Cell line: HT144. Synergy scores: synergy=-6.81. (9) Drug 1: O=S1(=O)NC2(CN1CC(F)(F)F)C1CCC2Cc2cc(C=CCN3CCC(C(F)(F)F)CC3)ccc2C1. Drug 2: CCC1=CC2CN(C1)Cc1c([nH]c3ccccc13)C(C(=O)OC)(c1cc3c(cc1OC)N(C)C1C(O)(C(=O)OC)C(OC(C)=O)C4(CC)C=CCN5CCC31C54)C2. Cell line: MSTO. Synergy scores: synergy=-6.83.